From a dataset of Forward reaction prediction with 1.9M reactions from USPTO patents (1976-2016). Predict the product of the given reaction. (1) Given the reactants C([Li])CCC.C[C:7]([CH3:10])([O-:9])C.[K+].[F:12][C:13]1[CH:18]=[CH:17][C:16]([C:19]([F:22])([F:21])[F:20])=[CH:15][C:14]=1[O:23][CH2:24][O:25][CH3:26].[OH2:27].[O:28]1[CH2:32][CH2:31]CC1, predict the reaction product. The product is: [F:12][C:13]1[C:14]([O:23][CH2:24][O:25][CH3:26])=[C:15]([C:32](=[O:28])[C:31]([O:9][CH2:7][CH3:10])=[O:27])[C:16]([C:19]([F:22])([F:21])[F:20])=[CH:17][CH:18]=1. (2) The product is: [NH2:22][C:16]1[CH:17]=[C:18]2[C:13](=[CH:14][CH:15]=1)[N:12]([CH:25]([CH3:27])[CH3:26])[C:11]1[CH:10]=[C:9]([C:7]([N:6]=[C:5]([NH2:4])[NH2:28])=[O:8])[CH:21]=[CH:20][C:19]2=1. Given the reactants C(O)C.[NH2:4][C:5]([NH2:28])=[N:6][C:7]([C:9]1[CH:21]=[CH:20][C:19]2[C:18]3[C:13](=[CH:14][CH:15]=[C:16]([N+:22]([O-])=O)[CH:17]=3)[N:12]([CH:25]([CH3:27])[CH3:26])[C:11]=2[CH:10]=1)=[O:8], predict the reaction product. (3) Given the reactants [CH:1]([N:3]1[CH2:8][CH2:7][N:6]([C:9]2[CH:18]=[CH:17][C:16]3[C:11](=[CH:12][CH:13]=[C:14]([N+:19]([O-:21])=[O:20])[CH:15]=3)[N:10]=2)[CH:5]([CH2:22][CH2:23][CH2:24]OS(C2C=CC(C)=CC=2)(=O)=O)[CH2:4]1)=[O:2].CCCC[N+](CCCC)(CCCC)CCCC.[F-:53], predict the reaction product. The product is: [CH:1]([N:3]1[CH2:8][CH2:7][N:6]([C:9]2[CH:18]=[CH:17][C:16]3[C:11](=[CH:12][CH:13]=[C:14]([N+:19]([O-:21])=[O:20])[CH:15]=3)[N:10]=2)[CH:5]([CH2:22][CH2:23][CH2:24][F:53])[CH2:4]1)=[O:2]. (4) Given the reactants [O:1]=[C:2]([NH:21][C:22]1[CH:27]=[CH:26][C:25]([C:28]#[C:29][C:30]2[C:35]([F:36])=[C:34]([F:37])[N:33]=[C:32]([F:38])[C:31]=2[F:39])=[CH:24][CH:23]=1)[C@@H:3]([NH:13]C(=O)OC(C)(C)C)[CH2:4][NH:5]C(=O)OC(C)(C)C.NCCCC[C@H](NC(=O)[C@@H](N)C)C(NC1C=CC(C#CC2C(F)=C(F)N=C(F)C=2F)=CC=1)=O, predict the reaction product. The product is: [NH2:13][C@@H:3]([CH2:4][NH2:5])[C:2]([NH:21][C:22]1[CH:27]=[CH:26][C:25]([C:28]#[C:29][C:30]2[C:35]([F:36])=[C:34]([F:37])[N:33]=[C:32]([F:38])[C:31]=2[F:39])=[CH:24][CH:23]=1)=[O:1]. (5) Given the reactants [OH:1][CH2:2][CH2:3][N:4]1[C:23](=[O:24])[N:7]2[CH:8]=[C:9]([C:12]3[CH:17]=[CH:16][C:15]([O:18][C:19]([F:22])([F:21])[F:20])=[CH:14][CH:13]=3)[CH:10]=[CH:11][C:6]2=[N:5]1.[H-].[Na+].Cl[C:28]1C=[CH:32][C:31]([C:34]([F:37])([F:36])[F:35])=[CH:30][N:29]=1.C[N:39](C=O)C, predict the reaction product. The product is: [F:21][C:19]([F:20])([F:22])[O:18][C:15]1[CH:16]=[CH:17][C:12]([C:9]2[CH:10]=[CH:11][C:6]3[N:7]([C:23](=[O:24])[N:4]([CH2:3][CH2:2][O:1][C:28]4[N:39]=[CH:32][C:31]([C:34]([F:37])([F:36])[F:35])=[CH:30][N:29]=4)[N:5]=3)[CH:8]=2)=[CH:13][CH:14]=1. (6) Given the reactants [CH3:1][Si:2]([CH3:60])([CH3:59])[CH2:3][CH2:4][O:5][CH2:6][N:7]1[CH:11]=[CH:10][N:9]=[C:8]1[CH2:12][N:13]([CH2:45][C:46]1[N:47]([CH2:51][O:52][CH2:53][CH2:54][Si:55]([CH3:58])([CH3:57])[CH3:56])[CH:48]=[CH:49][N:50]=1)[C:14]([C:16]1[CH:44]=[CH:43][C:19]([CH2:20][N:21]([CH2:32][CH2:33][CH2:34][CH2:35][N:36]([CH2:40][CH2:41][CH3:42])[CH2:37][CH2:38][CH3:39])C(=O)OCC2C=CC=CC=2)=[CH:18][CH:17]=1)=[O:15], predict the reaction product. The product is: [CH2:40]([N:36]([CH2:37][CH2:38][CH3:39])[CH2:35][CH2:34][CH2:33][CH2:32][NH:21][CH2:20][C:19]1[CH:18]=[CH:17][C:16]([C:14]([N:13]([CH2:45][C:46]2[N:47]([CH2:51][O:52][CH2:53][CH2:54][Si:55]([CH3:56])([CH3:58])[CH3:57])[CH:48]=[CH:49][N:50]=2)[CH2:12][C:8]2[N:7]([CH2:6][O:5][CH2:4][CH2:3][Si:2]([CH3:1])([CH3:59])[CH3:60])[CH:11]=[CH:10][N:9]=2)=[O:15])=[CH:44][CH:43]=1)[CH2:41][CH3:42].